From a dataset of Peptide-MHC class I binding affinity with 185,985 pairs from IEDB/IMGT. Regression. Given a peptide amino acid sequence and an MHC pseudo amino acid sequence, predict their binding affinity value. This is MHC class I binding data. (1) The peptide sequence is LTDTIESAKT. The MHC is HLA-A02:01 with pseudo-sequence HLA-A02:01. The binding affinity (normalized) is 0.150. (2) The peptide sequence is ISRDIMDAY. The MHC is HLA-B46:01 with pseudo-sequence HLA-B46:01. The binding affinity (normalized) is 0.655. (3) The peptide sequence is WLGARYLEF. The MHC is HLA-B08:01 with pseudo-sequence HLA-B08:01. The binding affinity (normalized) is 0.924.